Dataset: Forward reaction prediction with 1.9M reactions from USPTO patents (1976-2016). Task: Predict the product of the given reaction. (1) Given the reactants [C-:1]#[N:2].[Na+].O.C(O)C.Cl[CH2:9][C:10]1[CH:17]=[CH:16][C:13]([CH:14]=[CH2:15])=[CH:12][CH:11]=1, predict the reaction product. The product is: [C:1]([CH2:9][C:10]1[CH:17]=[CH:16][C:13]([CH:14]=[CH2:15])=[CH:12][CH:11]=1)#[N:2]. (2) Given the reactants Cl.[F:2][C:3]1[CH:8]=[CH:7][C:6]([CH:9]2[CH2:14][CH2:13][N:12](C(OC(C)(C)C)=O)[CH2:11][CH:10]2[O:22][CH2:23][C:24]2[C:33]([O:34]COCC[Si](C)(C)C)=[CH:32][C:31]3[C:26](=[CH:27][CH:28]=[CH:29][CH:30]=3)[CH:25]=2)=[CH:5][CH:4]=1, predict the reaction product. The product is: [F:2][C:3]1[CH:4]=[CH:5][C:6]([CH:9]2[CH2:14][CH2:13][NH:12][CH2:11][CH:10]2[O:22][CH2:23][C:24]2[C:33]([OH:34])=[CH:32][C:31]3[C:26](=[CH:27][CH:28]=[CH:29][CH:30]=3)[CH:25]=2)=[CH:7][CH:8]=1. (3) The product is: [Cl:8][C:6]1[CH:7]=[C:2]([N:23]2[CH:24]=[C:20]([CH3:19])[N:21]=[CH:22]2)[N:3]=[C:4]([NH:9][C@H:10]([C:12]2[CH:17]=[CH:16][C:15]([F:18])=[CH:14][CH:13]=2)[CH3:11])[N:5]=1. Given the reactants Cl[C:2]1[CH:7]=[C:6]([Cl:8])[N:5]=[C:4]([NH:9][C@H:10]([C:12]2[CH:17]=[CH:16][C:15]([F:18])=[CH:14][CH:13]=2)[CH3:11])[N:3]=1.[CH3:19][C:20]1[N:21]=[CH:22][NH:23][CH:24]=1.C(=O)([O-])[O-].[K+].[K+], predict the reaction product. (4) Given the reactants CN(C=O)C.[NH:6]1[CH:10]=[N:9][CH:8]=[N:7]1.[OH-].[Na+].Br[CH2:14][CH2:15][N:16]1[C:24](=[O:25])[C:23]2[C:18](=[CH:19][CH:20]=[CH:21][CH:22]=2)[C:17]1=[O:26], predict the reaction product. The product is: [N:6]1([CH2:14][CH2:15][N:16]2[C:17](=[O:26])[C:18]3[C:23](=[CH:22][CH:21]=[CH:20][CH:19]=3)[C:24]2=[O:25])[CH:10]=[N:9][CH:8]=[N:7]1. (5) Given the reactants Br[CH2:2][C:3]1[C:4]([O:13][CH2:14][C:15]([F:18])([F:17])[F:16])=[N:5][CH:6]=[C:7]([CH:12]=1)[C:8]([O:10][CH3:11])=[O:9].[C:19]([O-:22])(=[O:21])[CH3:20].[Na+].O, predict the reaction product. The product is: [C:19]([O:22][CH2:2][C:3]1[C:4]([O:13][CH2:14][C:15]([F:18])([F:17])[F:16])=[N:5][CH:6]=[C:7]([CH:12]=1)[C:8]([O:10][CH3:11])=[O:9])(=[O:21])[CH3:20]. (6) Given the reactants [OH:1][CH2:2][CH:3]1[C:31]2[C:26](=[CH:27][CH:28]=[CH:29][CH:30]=2)[O:25][C:5]2([CH2:10][CH2:9][N:8]([C:11]([C:13]3[CH:18]=[CH:17][C:16]([O:19][CH:20]([CH3:22])[CH3:21])=[C:15]([O:23][CH3:24])[CH:14]=3)=[O:12])[CH2:7][CH2:6]2)[CH2:4]1.[H-].[Na+].[CH2:34](I)[CH3:35], predict the reaction product. The product is: [CH2:34]([O:1][CH2:2][CH:3]1[C:31]2[C:26](=[CH:27][CH:28]=[CH:29][CH:30]=2)[O:25][C:5]2([CH2:10][CH2:9][N:8]([C:11]([C:13]3[CH:18]=[CH:17][C:16]([O:19][CH:20]([CH3:21])[CH3:22])=[C:15]([O:23][CH3:24])[CH:14]=3)=[O:12])[CH2:7][CH2:6]2)[CH2:4]1)[CH3:35].